From a dataset of Forward reaction prediction with 1.9M reactions from USPTO patents (1976-2016). Predict the product of the given reaction. (1) The product is: [Br:1][C:2]1[N:7]2[N:8]=[CH:9][N:10]=[C:6]2[C:5]([NH:24][C:21]2[CH:20]=[CH:19][C:18]([N:17]3[CH2:12][CH2:13][O:14][CH2:15][CH2:16]3)=[CH:23][CH:22]=2)=[N:4][CH:3]=1. Given the reactants [Br:1][C:2]1[N:7]2[N:8]=[CH:9][N:10]=[C:6]2[C:5](Br)=[N:4][CH:3]=1.[CH2:12]1[N:17]([C:18]2[CH:23]=[CH:22][C:21]([NH2:24])=[CH:20][CH:19]=2)[CH2:16][CH2:15][O:14][CH2:13]1.C(N(C(C)C)C(C)C)C, predict the reaction product. (2) Given the reactants [N+:1]([C:4]1[CH:5]=[C:6]([CH:10]=[C:11]([C:13]([F:16])([F:15])[F:14])[CH:12]=1)[C:7]([OH:9])=O)([O-:3])=[O:2].C(Cl)(=O)C(Cl)=O.[NH:23]1[CH2:26][CH2:25][CH2:24]1, predict the reaction product. The product is: [N+:1]([C:4]1[CH:5]=[C:6]([C:7]([N:23]2[CH2:26][CH2:25][CH2:24]2)=[O:9])[CH:10]=[C:11]([C:13]([F:16])([F:15])[F:14])[CH:12]=1)([O-:3])=[O:2].